Predict the product of the given reaction. From a dataset of Forward reaction prediction with 1.9M reactions from USPTO patents (1976-2016). (1) Given the reactants Br[C:2]1[C:3]([NH:11][CH3:12])=[N:4][CH:5]=[C:6](Br)[C:7]=1[CH2:8][CH3:9].[OH:13][C:14]1[CH:19]=[CH:18][C:17](B(O)O)=[CH:16][CH:15]=1.[C:23]([O-:26])([O-])=O.[K+].[K+], predict the reaction product. The product is: [CH2:8]([C:7]1[C:2]([C:17]2[CH:18]=[CH:19][C:14]([OH:13])=[CH:15][CH:16]=2)=[C:3]([NH:11][CH3:12])[N:4]=[CH:5][C:6]=1[C:7]1[CH:6]=[CH:5][C:23]([OH:26])=[CH:3][CH:2]=1)[CH3:9]. (2) Given the reactants S(Cl)([Cl:3])=O.[NH2:5][CH2:6][CH:7]([C:9]([OH:11])=[O:10])[OH:8].[CH2:12](O)[CH3:13], predict the reaction product. The product is: [ClH:3].[CH2:12]([O:10][C:9](=[O:11])[CH:7]([OH:8])[CH2:6][NH2:5])[CH3:13]. (3) Given the reactants BrC1C(N2CCN(C(NC3C=CC=CC=3)=O)CC2)=C2N=C(C3C=CC(N(C)C)=CC=3)NC2=NC=1.[Br:35][C:36]1[C:37]([N:46]2[CH2:51][CH2:50][N:49]([CH2:52][C:53]3[CH:54]=[N:55][CH:56]=[CH:57][CH:58]=3)[CH2:48][CH2:47]2)=[C:38]([N+:43]([O-])=O)[C:39]([NH2:42])=[N:40][CH:41]=1.[O-]S(S([O-])=O)=O.[Na+].[Na+].[CH3:67][N:68]1[CH2:73][CH2:72][N:71]([C:74]2[CH:81]=[CH:80][C:77]([CH:78]=O)=[CH:76][CH:75]=2)[CH2:70][CH2:69]1, predict the reaction product. The product is: [Br:35][C:36]1[C:37]([N:46]2[CH2:51][CH2:50][N:49]([CH2:52][C:53]3[CH:54]=[N:55][CH:56]=[CH:57][CH:58]=3)[CH2:48][CH2:47]2)=[C:38]2[N:43]=[C:78]([C:77]3[CH:76]=[CH:75][C:74]([N:71]4[CH2:70][CH2:69][N:68]([CH3:67])[CH2:73][CH2:72]4)=[CH:81][CH:80]=3)[NH:42][C:39]2=[N:40][CH:41]=1. (4) Given the reactants [O:1]1[C:5]2[CH:6]=[CH:7][C:8]([C:10]3[CH:22]=[CH:21][C:13]([C:14]([O:16]C(C)(C)C)=[O:15])=[C:12]([NH:23][C:24](=[O:33])[C:25]4[CH:30]=[CH:29][CH:28]=[C:27]([CH3:31])[C:26]=4[CH3:32])[CH:11]=3)=[CH:9][C:4]=2[O:3][CH2:2]1, predict the reaction product. The product is: [O:1]1[C:5]2[CH:6]=[CH:7][C:8]([C:10]3[CH:22]=[CH:21][C:13]([C:14]([OH:16])=[O:15])=[C:12]([NH:23][C:24](=[O:33])[C:25]4[CH:30]=[CH:29][CH:28]=[C:27]([CH3:31])[C:26]=4[CH3:32])[CH:11]=3)=[CH:9][C:4]=2[O:3][CH2:2]1. (5) Given the reactants Cl.[Br:2][C:3]1[CH:22]=[CH:21][C:6]([O:7][C:8]([F:20])([F:19])[CH:9]2[CH2:18][CH2:17][C:12]3(OCC[O:13]3)[CH2:11][CH2:10]2)=[CH:5][CH:4]=1, predict the reaction product. The product is: [Br:2][C:3]1[CH:22]=[CH:21][C:6]([O:7][C:8]([F:19])([F:20])[CH:9]2[CH2:10][CH2:11][C:12](=[O:13])[CH2:17][CH2:18]2)=[CH:5][CH:4]=1. (6) Given the reactants Cl[C:2]1[CH:3]=[C:4]([C:8]2[N:9]=[CH:10][N:11]([C:13]3[C:18]([CH3:19])=[CH:17][CH:16]=[CH:15][C:14]=3[CH3:20])[CH:12]=2)[CH:5]=[CH:6][CH:7]=1.[NH2:21][C:22]1[CH:27]=[CH:26][CH:25]=[CH:24][CH:23]=1.[CH3:28][C:29]([CH3:32])([O-])[CH3:30].[Na+].C1(P(C2CCCCC2)C2C=CC=[CH:43][C:42]=2[C:47]2[C:52](OC)=[CH:51][CH:50]=[CH:49][C:48]=2OC)CCCCC1, predict the reaction product. The product is: [CH3:28][C:29]1[CH:32]=[CH:3][CH:2]=[C:7]([CH3:6])[C:30]=1[N:9]1[CH:43]=[C:42]([C:47]2[CH:48]=[C:49]([CH:50]=[CH:51][CH:52]=2)[N:21]([C:2]2[CH:7]=[CH:6][CH:5]=[C:4]([C:8]3[N:9]=[CH:10][N:11]([C:13]4[C:18]([CH3:19])=[CH:17][CH:16]=[CH:15][C:14]=4[CH3:20])[CH:12]=3)[CH:3]=2)[C:22]2[CH:27]=[CH:26][CH:25]=[CH:24][CH:23]=2)[N:11]=[CH:10]1. (7) Given the reactants [NH2:1][C:2]1[CH:3]=[C:4]([S:10]([NH2:13])(=[O:12])=[O:11])[CH:5]=[CH:6][C:7]=1[O:8][CH3:9].C(OC1C=CC(C(N)=O)=CC=1N=[C:28]=[S:29])(C)C, predict the reaction product. The product is: [N:1]([C:2]1[CH:3]=[C:4]([S:10]([NH2:13])(=[O:11])=[O:12])[CH:5]=[CH:6][C:7]=1[O:8][CH3:9])=[C:28]=[S:29]. (8) Given the reactants [Cl:1][C:2]1[CH:7]=[CH:6][C:5]([C:8]2[N:13]=[CH:12][C:11]([OH:14])=[CH:10][CH:9]=2)=[CH:4][CH:3]=1.[CH2:15]([O:17][C:18]([C:20]1([CH2:35]I)[CH2:24][CH2:23][N:22]([C:25](=[O:34])[C:26]2[CH:31]=[CH:30][C:29]([O:32][CH3:33])=[CH:28][CH:27]=2)[CH2:21]1)=[O:19])[CH3:16], predict the reaction product. The product is: [CH2:15]([O:17][C:18]([C:20]1([CH2:35][O:14][C:11]2[CH:12]=[N:13][C:8]([C:5]3[CH:4]=[CH:3][C:2]([Cl:1])=[CH:7][CH:6]=3)=[CH:9][CH:10]=2)[CH2:24][CH2:23][N:22]([C:25](=[O:34])[C:26]2[CH:27]=[CH:28][C:29]([O:32][CH3:33])=[CH:30][CH:31]=2)[CH2:21]1)=[O:19])[CH3:16]. (9) Given the reactants [NH2:1][C:2]1[C:7]([C:8]([O:10][CH3:11])=[O:9])=[CH:6][N:5]=[C:4]([CH3:12])[N:3]=1.[Cl:13][C:14]1[S:18][C:17]([C:19](Cl)=[O:20])=[CH:16][CH:15]=1, predict the reaction product. The product is: [Cl:13][C:14]1[S:18][C:17]([C:19]([NH:1][C:2]2[C:7]([C:8]([O:10][CH3:11])=[O:9])=[CH:6][N:5]=[C:4]([CH3:12])[N:3]=2)=[O:20])=[CH:16][CH:15]=1. (10) Given the reactants [CH2:1]([N:3]([CH2:34][CH3:35])[CH2:4][CH2:5][S:6][C:7]1[N:8]=[C:9]([C:26]2[CH:31]=[CH:30][C:29]([F:32])=[CH:28][C:27]=2[CH3:33])[C:10]2[C:15]([C:16]#[N:17])=[CH:14][N:13](COCC[Si](C)(C)C)[C:11]=2[N:12]=1)[CH3:2].[F-].C([N+](CCCC)(CCCC)CCCC)CCC, predict the reaction product. The product is: [CH2:34]([N:3]([CH2:1][CH3:2])[CH2:4][CH2:5][S:6][C:7]1[N:8]=[C:9]([C:26]2[CH:31]=[CH:30][C:29]([F:32])=[CH:28][C:27]=2[CH3:33])[C:10]2[C:15]([C:16]#[N:17])=[CH:14][NH:13][C:11]=2[N:12]=1)[CH3:35].